From a dataset of Full USPTO retrosynthesis dataset with 1.9M reactions from patents (1976-2016). Predict the reactants needed to synthesize the given product. (1) Given the product [CH:1]1([N:6]2[CH2:12][C:11]([F:14])([F:13])[C:10](=[O:15])[NH:9][C:8]3[CH:17]=[N:18][C:19]([NH:21][C:22]4[CH:30]=[CH:29][C:25]([C:26]([NH:42][CH:43]5[CH2:44][CH2:39][N:38]([CH3:37])[CH2:59][CH2:63]5)=[O:28])=[C:24]([F:31])[C:23]=4[F:32])=[N:20][C:7]2=3)[CH2:2][CH2:3][CH2:4][CH2:5]1, predict the reactants needed to synthesize it. The reactants are: [CH:1]1([N:6]2[CH2:12][C:11]([F:14])([F:13])[C:10](=[O:15])[N:9](C)[C:8]3[CH:17]=[N:18][C:19]([NH:21][C:22]4[CH:30]=[CH:29][C:25]([C:26]([OH:28])=O)=[C:24]([F:31])[C:23]=4[F:32])=[N:20][C:7]2=3)[CH2:5][CH2:4][CH2:3][CH2:2]1.C(C(F)(F)[CH2:37][N:38]([CH:59]1[CH2:63]CCC1)[C:39]1[C:44](NC)=[CH:43][N:42]=C(NC2C=CC(C(O)=O)=C(F)C=2F)N=1)(O)=O.F[P-](F)(F)(F)(F)F.CN(C(N(C)C)=[N+]1C2C(=NC=CC=2)[N+]([O-])=N1)C.C(N(C(C)C)CC)(C)C.NC1CCN(C)CC1. (2) Given the product [Cl:1][C:2]1[CH:15]=[CH:14][C:5]([CH2:6][N:7]2[CH2:12][CH2:11][CH:10]([NH:13][C:24](=[O:25])[C:23]3[CH:27]=[CH:28][C:29]([CH3:30])=[C:21]([O:20][CH3:19])[CH:22]=3)[CH2:9][CH2:8]2)=[CH:4][C:3]=1[O:16][CH2:17][CH3:18], predict the reactants needed to synthesize it. The reactants are: [Cl:1][C:2]1[CH:15]=[CH:14][C:5]([CH2:6][N:7]2[CH2:12][CH2:11][CH:10]([NH2:13])[CH2:9][CH2:8]2)=[CH:4][C:3]=1[O:16][CH2:17][CH3:18].[CH3:19][O:20][C:21]1[CH:22]=[C:23]([CH:27]=[CH:28][C:29]=1[CH3:30])[C:24](O)=[O:25]. (3) Given the product [CH3:21][NH:20][C:17]1[CH:18]=[C:19]2[C:14](=[CH:15][CH:16]=1)[NH:13][C:12]1[N:7]=[CH:8][CH:9]=[CH:10][C:11]2=1, predict the reactants needed to synthesize it. The reactants are: [H-].[Al+3].[Li+].[H-].[H-].[H-].[N:7]1[C:12]2[NH:13][C:14]3[C:19]([C:11]=2[CH:10]=[CH:9][CH:8]=1)=[CH:18][C:17]([NH:20][CH:21]=O)=[CH:16][CH:15]=3.C1COCC1.[OH-].[Na+]. (4) Given the product [Br:1][C:2]1[CH:3]=[C:4]2[C:8](=[CH:9][CH:10]=1)[NH:7][C:6](=[O:11])/[C:5]/2=[CH:26]\[C:25]1[NH:24][C:23]2[CH2:28][CH2:29][CH2:30][CH2:31][CH2:32][C:22]=2[C:21]=1[CH2:20][CH2:19][CH2:18][N:12]1[CH2:13][CH2:14][O:15][CH2:16][CH2:17]1, predict the reactants needed to synthesize it. The reactants are: [Br:1][C:2]1[CH:3]=[C:4]2[C:8](=[CH:9][CH:10]=1)[NH:7][C:6](=[O:11])[CH2:5]2.[N:12]1([CH2:18][CH2:19][CH2:20][C:21]2[C:22]3[CH2:32][CH2:31][CH2:30][CH2:29][CH2:28][C:23]=3[NH:24][C:25]=2[CH:26]=O)[CH2:17][CH2:16][O:15][CH2:14][CH2:13]1.N1CCCCC1. (5) Given the product [C:1]([O:5][C:6](=[O:30])[C:7]([S:10][C:11]1[CH:16]=[CH:15][CH:14]=[C:13]([CH2:17][CH2:18][N:19]2[C:20](=[O:29])[C:21]3[C:26](=[CH:25][CH:24]=[CH:23][CH:22]=3)[C:27]2=[O:28])[CH:12]=1)([CH3:9])[CH3:8])([CH3:2])([CH3:3])[CH3:4], predict the reactants needed to synthesize it. The reactants are: [C:1]([O:5][C:6](=[O:30])[C:7]([S:10][C:11]1[CH:16]=[CH:15][CH:14]=[C:13]([CH:17]=[CH:18][N:19]2[C:27](=[O:28])[C:26]3[C:21](=[CH:22][CH:23]=[CH:24][CH:25]=3)[C:20]2=[O:29])[CH:12]=1)([CH3:9])[CH3:8])([CH3:4])([CH3:3])[CH3:2]. (6) The reactants are: [CH3:1][C:2]1([CH3:18])[NH:7][C:6]2[CH:8]=[C:9]([C:11]3[CH:12]=[N:13][NH:14][C:15]=3[CH3:16])[S:10][C:5]=2[C:4](=[O:17])[NH:3]1.Cl.C([O-])(O)=O.[Na+].[F:25][C:26]([F:32])([F:31])CC(=O)C.CC1(C)C2(CS(O)(=O)=O)C(CC1CC2)=O.[O-]S([O-])(=O)=O.[Mg+2]. Given the product [CH3:1][C:2]1([CH2:18][C:26]([F:32])([F:31])[F:25])[NH:7][C:6]2[CH:8]=[C:9]([C:11]3[CH:12]=[N:13][NH:14][C:15]=3[CH3:16])[S:10][C:5]=2[C:4](=[O:17])[NH:3]1, predict the reactants needed to synthesize it.